This data is from Full USPTO retrosynthesis dataset with 1.9M reactions from patents (1976-2016). The task is: Predict the reactants needed to synthesize the given product. (1) Given the product [C:12]1([C:2]2[C:3]([C:8]([O:10][CH3:11])=[O:9])=[N:4][CH:5]=[N:6][CH:7]=2)[CH:17]=[CH:16][CH:15]=[CH:14][CH:13]=1, predict the reactants needed to synthesize it. The reactants are: Br[C:2]1[C:3]([C:8]([O:10][CH3:11])=[O:9])=[N:4][CH:5]=[N:6][CH:7]=1.[C:12]1(B(O)O)[CH:17]=[CH:16][CH:15]=[CH:14][CH:13]=1.C([O-])([O-])=O.[Na+].[Na+]. (2) Given the product [CH2:1]([O:3][CH:4]([O:13][CH2:14][CH3:15])[C:5]1[CH:12]=[CH:11][C:8]([CH:9]=[N:23][C:24]2[CH:32]=[CH:31][CH:30]=[C:29]3[C:25]=2[CH2:26][O:27][C:28]3=[O:33])=[CH:7][CH:6]=1)[CH3:2], predict the reactants needed to synthesize it. The reactants are: [CH2:1]([O:3][CH:4]([O:13][CH2:14][CH3:15])[C:5]1[CH:12]=[CH:11][C:8]([CH:9]=O)=[CH:7][CH:6]=1)[CH3:2].S([O-])([O-])(=O)=O.[Na+].[Na+].[NH2:23][C:24]1[CH:32]=[CH:31][CH:30]=[C:29]2[C:25]=1[CH2:26][O:27][C:28]2=[O:33]. (3) Given the product [CH3:27][O:7][C:6]([O:43][CH3:40])([C:5]1[CH:4]=[CH:3][C:2]([F:1])=[CH:26][CH:25]=1)[CH2:8][CH2:9][CH2:10][C:11]([N:13]1[C@@H:17]([C:18]2[CH:19]=[CH:20][CH:21]=[CH:22][CH:23]=2)[CH2:16][O:15][C:14]1=[O:24])=[O:12], predict the reactants needed to synthesize it. The reactants are: [F:1][C:2]1[CH:26]=[CH:25][C:5]([C:6]([CH2:8][CH2:9][CH2:10][C:11]([N:13]2[C@@H:17]([C:18]3[CH:23]=[CH:22][CH:21]=[CH:20][CH:19]=3)[CH2:16][O:15][C:14]2=[O:24])=[O:12])=[O:7])=[CH:4][CH:3]=1.[CH3:27]O.C1(C)C=CC(S(O)(=O)=O)=CC=1.[C:40]([O-:43])(O)=O.[Na+]. (4) Given the product [F:45][C:40]1[CH:39]=[C:38]([C@@H:35]2[N:32]3[C:33](=[O:34])/[C:27](=[CH:8]/[C:7]4[CH:10]=[CH:11][C:12]([N:13]5[CH:17]=[C:16]([CH3:18])[N:15]=[CH:14]5)=[C:5]([O:4][CH3:3])[CH:6]=4)/[CH2:28][CH2:29][CH2:30][C@@H:31]3[CH2:37][CH2:36]2)[CH:43]=[CH:42][C:41]=1[F:44], predict the reactants needed to synthesize it. The reactants are: [OH-].[Li+].[CH3:3][O:4][C:5]1[CH:6]=[C:7]([CH:10]=[CH:11][C:12]=1[N:13]1[CH:17]=[C:16]([CH3:18])[N:15]=[CH:14]1)[CH:8]=O.C(OP([CH:27]1[C:33](=[O:34])[N:32]2[C@@H:35]([C:38]3[CH:43]=[CH:42][C:41]([F:44])=[C:40]([F:45])[CH:39]=3)[CH2:36][CH2:37][C@H:31]2[CH2:30][CH2:29][CH2:28]1)(=O)OCC)C. (5) Given the product [Br:3][C:4]1[C:5](=[O:1])[NH:6][C:7]([Cl:10])=[N:8][CH:9]=1, predict the reactants needed to synthesize it. The reactants are: [OH-:1].[Na+].[Br:3][C:4]1[C:5](Cl)=[N:6][C:7]([Cl:10])=[N:8][CH:9]=1.Cl. (6) Given the product [Br:11][CH:8]([CH2:7][C:1]1[CH:6]=[CH:5][CH:4]=[CH:3][CH:2]=1)[CH:9]=[O:10], predict the reactants needed to synthesize it. The reactants are: [C:1]1([CH2:7][CH2:8][CH:9]=[O:10])[CH:6]=[CH:5][CH:4]=[CH:3][CH:2]=1.[Br:11]Br. (7) The reactants are: [CH3:1][C:2]([C:18]1[CH:23]=[CH:22][C:21]([NH:24][C:25](=[O:36])[C:26]2[CH:31]=[CH:30][C:29]([O:32][CH3:33])=[C:28]([O:34][CH3:35])[CH:27]=2)=[CH:20][CH:19]=1)([CH3:17])[CH2:3][NH:4][C:5](=[O:16])[CH2:6][C:7]1[CH:12]=[CH:11][CH:10]=[CH:9][C:8]=1[N+:13]([O-])=O. Given the product [NH2:13][C:8]1[CH:9]=[CH:10][CH:11]=[CH:12][C:7]=1[CH2:6][C:5]([NH:4][CH2:3][C:2]([C:18]1[CH:23]=[CH:22][C:21]([NH:24][C:25](=[O:36])[C:26]2[CH:31]=[CH:30][C:29]([O:32][CH3:33])=[C:28]([O:34][CH3:35])[CH:27]=2)=[CH:20][CH:19]=1)([CH3:17])[CH3:1])=[O:16], predict the reactants needed to synthesize it. (8) Given the product [F:40][C:2]([F:1])([F:39])[C:3]1[CH:38]=[CH:37][C:6]([O:7][C:8]2[N:12]([CH2:13][C:14]([OH:16])=[O:15])[N:11]=[C:10]([C:19]3[CH:24]=[CH:23][CH:22]=[C:21]([C:25]4([NH:29][C:30]([O:32][C:33]([CH3:36])([CH3:34])[CH3:35])=[O:31])[CH2:26][O:27][CH2:28]4)[CH:20]=3)[CH:9]=2)=[CH:5][CH:4]=1, predict the reactants needed to synthesize it. The reactants are: [F:1][C:2]([F:40])([F:39])[C:3]1[CH:38]=[CH:37][C:6]([O:7][C:8]2[N:12]([CH2:13][C:14]([O:16]CC)=[O:15])[N:11]=[C:10]([C:19]3[CH:24]=[CH:23][CH:22]=[C:21]([C:25]4([NH:29][C:30]([O:32][C:33]([CH3:36])([CH3:35])[CH3:34])=[O:31])[CH2:28][O:27][CH2:26]4)[CH:20]=3)[CH:9]=2)=[CH:5][CH:4]=1.[OH-].[Na+].Cl. (9) Given the product [C:1]([O:5][C:6](=[O:29])[N:7]([CH:9]([CH3:28])[C:10]([NH:12][C:13]1[CH:18]=[CH:17][C:16]([CH2:30][C:31]2[CH:36]=[CH:35][CH:34]=[CH:33][CH:32]=2)=[C:15]([C:20]#[C:21][C:22]2[CH:27]=[CH:26][CH:25]=[CH:24][CH:23]=2)[N:14]=1)=[O:11])[CH3:8])([CH3:4])([CH3:3])[CH3:2], predict the reactants needed to synthesize it. The reactants are: [C:1]([O:5][C:6](=[O:29])[N:7]([CH:9]([CH3:28])[C:10]([NH:12][C:13]1[CH:18]=[CH:17][C:16](Br)=[C:15]([C:20]#[C:21][C:22]2[CH:27]=[CH:26][CH:25]=[CH:24][CH:23]=2)[N:14]=1)=[O:11])[CH3:8])([CH3:4])([CH3:3])[CH3:2].[CH2:30](B1C2CCCC1CCC2)[C:31]1[CH:36]=[CH:35][CH:34]=[CH:33][CH:32]=1.